Dataset: Full USPTO retrosynthesis dataset with 1.9M reactions from patents (1976-2016). Task: Predict the reactants needed to synthesize the given product. (1) Given the product [C:24]([O:23][C:21]([N:17]1[CH2:18][CH2:19][C:20]2[C:10]([S:9][CH2:8][C:5]3[CH:4]=[CH:3][C:2]([CH2:33][CH2:32][CH:31]([CH3:35])[CH3:30])=[CH:7][N:6]=3)=[C:11]([Cl:28])[CH:12]=[CH:13][C:14]=2[CH2:15][CH2:16]1)=[O:22])([CH3:27])([CH3:26])[CH3:25], predict the reactants needed to synthesize it. The reactants are: Br[C:2]1[CH:3]=[CH:4][C:5]([CH2:8][S:9][C:10]2[C:20]3[CH2:19][CH2:18][N:17]([C:21]([O:23][C:24]([CH3:27])([CH3:26])[CH3:25])=[O:22])[CH2:16][CH2:15][C:14]=3[CH:13]=[CH:12][C:11]=2[Cl:28])=[N:6][CH:7]=1.[Br-].[CH3:30][CH:31]([CH3:35])[CH2:32][CH2:33][Zn+].C1COCC1. (2) Given the product [Br:11][CH2:12][C:13]1[C:14]([Cl:21])=[N:15][C:16]([Cl:20])=[CH:17][CH:18]=1, predict the reactants needed to synthesize it. The reactants are: ClC1C(CO)=CC=C(Cl)N=1.[Br:11][CH2:12][C:13]1[C:14]([Cl:21])=[N:15][C:16]([Cl:20])=[C:17](F)[CH:18]=1. (3) Given the product [CH3:16][C:15]1[N:14]([C:17]2[CH:22]=[CH:21][CH:20]=[C:19]([C:23]([F:26])([F:25])[F:24])[CH:18]=2)[C:13](=[O:27])[C:12]([C:28]([NH:30][CH2:31][C:32]2[CH:37]=[CH:36][C:35]([S:38]([CH3:41])(=[O:40])=[O:39])=[CH:34][CH:33]=2)=[O:29])=[CH:11][C:10]=1[S:8]([C:5]1[CH:6]=[CH:7][C:2]([C:51]#[C:50][Si:52]([CH3:55])([CH3:54])[CH3:53])=[CH:3][CH:4]=1)=[O:9], predict the reactants needed to synthesize it. The reactants are: Br[C:2]1[CH:7]=[CH:6][C:5]([S:8]([C:10]2[CH:11]=[C:12]([C:28]([NH:30][CH2:31][C:32]3[CH:37]=[CH:36][C:35]([S:38]([CH3:41])(=[O:40])=[O:39])=[CH:34][CH:33]=3)=[O:29])[C:13](=[O:27])[N:14]([C:17]3[CH:22]=[CH:21][CH:20]=[C:19]([C:23]([F:26])([F:25])[F:24])[CH:18]=3)[C:15]=2[CH3:16])=[O:9])=[CH:4][CH:3]=1.C1N2CCN(CC2)C1.[C:50]([Si:52]([CH3:55])([CH3:54])[CH3:53])#[CH:51]. (4) The reactants are: [NH2:1][C:2]1[CH:11]=[C:10]([O:12][CH2:13][C:14]2[CH:19]=[CH:18][CH:17]=[CH:16][CH:15]=2)[C:9]([O:20][CH3:21])=[CH:8][C:3]=1[C:4](OC)=[O:5].[CH:22]([NH2:24])=O.C[O-].[Na+].Cl. Given the product [CH2:13]([O:12][C:10]1[CH:11]=[C:2]2[C:3]([C:4](=[O:5])[NH:24][CH:22]=[N:1]2)=[CH:8][C:9]=1[O:20][CH3:21])[C:14]1[CH:19]=[CH:18][CH:17]=[CH:16][CH:15]=1, predict the reactants needed to synthesize it.